From a dataset of NCI-60 drug combinations with 297,098 pairs across 59 cell lines. Regression. Given two drug SMILES strings and cell line genomic features, predict the synergy score measuring deviation from expected non-interaction effect. (1) Drug 1: CCCS(=O)(=O)NC1=C(C(=C(C=C1)F)C(=O)C2=CNC3=C2C=C(C=N3)C4=CC=C(C=C4)Cl)F. Drug 2: C1CC(=O)NC(=O)C1N2CC3=C(C2=O)C=CC=C3N. Cell line: HOP-92. Synergy scores: CSS=1.84, Synergy_ZIP=0.131, Synergy_Bliss=1.02, Synergy_Loewe=-0.217, Synergy_HSA=-0.0561. (2) Drug 1: CC1=C(C=C(C=C1)C(=O)NC2=CC(=CC(=C2)C(F)(F)F)N3C=C(N=C3)C)NC4=NC=CC(=N4)C5=CN=CC=C5. Drug 2: COCCOC1=C(C=C2C(=C1)C(=NC=N2)NC3=CC=CC(=C3)C#C)OCCOC.Cl. Cell line: SF-268. Synergy scores: CSS=3.24, Synergy_ZIP=-0.159, Synergy_Bliss=2.77, Synergy_Loewe=3.36, Synergy_HSA=2.50. (3) Drug 1: CC1=CC2C(CCC3(C2CCC3(C(=O)C)OC(=O)C)C)C4(C1=CC(=O)CC4)C. Drug 2: C1C(C(OC1N2C=C(C(=O)NC2=O)F)CO)O. Cell line: CAKI-1. Synergy scores: CSS=10.1, Synergy_ZIP=1.46, Synergy_Bliss=-5.78, Synergy_Loewe=-31.4, Synergy_HSA=-9.18. (4) Drug 1: C1CCC(CC1)NC(=O)N(CCCl)N=O. Drug 2: CN(CC1=CN=C2C(=N1)C(=NC(=N2)N)N)C3=CC=C(C=C3)C(=O)NC(CCC(=O)O)C(=O)O. Cell line: SF-268. Synergy scores: CSS=31.8, Synergy_ZIP=1.34, Synergy_Bliss=3.12, Synergy_Loewe=1.38, Synergy_HSA=3.14. (5) Drug 1: CC1=CC2C(CCC3(C2CCC3(C(=O)C)OC(=O)C)C)C4(C1=CC(=O)CC4)C. Drug 2: C1CN(P(=O)(OC1)NCCCl)CCCl. Cell line: SF-295. Synergy scores: CSS=-1.82, Synergy_ZIP=0.985, Synergy_Bliss=0.0760, Synergy_Loewe=-2.75, Synergy_HSA=-2.75. (6) Drug 1: C1=CC(=CC=C1CCC2=CNC3=C2C(=O)NC(=N3)N)C(=O)NC(CCC(=O)O)C(=O)O. Drug 2: CC1=C(C(CCC1)(C)C)C=CC(=CC=CC(=CC(=O)O)C)C. Cell line: TK-10. Synergy scores: CSS=26.1, Synergy_ZIP=1.84, Synergy_Bliss=-1.29, Synergy_Loewe=-21.9, Synergy_HSA=-1.01. (7) Drug 1: CC12CCC3C(C1CCC2=O)CC(=C)C4=CC(=O)C=CC34C. Drug 2: CC1=C(C(=CC=C1)Cl)NC(=O)C2=CN=C(S2)NC3=CC(=NC(=N3)C)N4CCN(CC4)CCO. Cell line: OVCAR-5. Synergy scores: CSS=52.2, Synergy_ZIP=2.66, Synergy_Bliss=6.98, Synergy_Loewe=-3.83, Synergy_HSA=4.24. (8) Drug 1: C1CN(P(=O)(OC1)NCCCl)CCCl. Drug 2: CCC1(C2=C(COC1=O)C(=O)N3CC4=CC5=C(C=CC(=C5CN(C)C)O)N=C4C3=C2)O.Cl. Cell line: T-47D. Synergy scores: CSS=37.2, Synergy_ZIP=-7.20, Synergy_Bliss=-3.35, Synergy_Loewe=-78.6, Synergy_HSA=-4.02. (9) Drug 1: C1CC(C1)(C(=O)O)C(=O)O.[NH2-].[NH2-].[Pt+2]. Drug 2: C1=NC(=NC(=O)N1C2C(C(C(O2)CO)O)O)N. Cell line: RXF 393. Synergy scores: CSS=21.2, Synergy_ZIP=-4.48, Synergy_Bliss=1.54, Synergy_Loewe=-8.11, Synergy_HSA=2.83.